From a dataset of Full USPTO retrosynthesis dataset with 1.9M reactions from patents (1976-2016). Predict the reactants needed to synthesize the given product. (1) Given the product [F:32][C:29]([F:30])([F:31])[C:39]([OH:38])=[O:36].[CH3:34][O:33][C:15]1[N:14]=[C:13]([N:8]2[CH2:9][CH2:10][CH2:11][CH2:12][CH:7]2[CH2:6][C:5]([OH:35])=[O:4])[CH:18]=[C:17]([NH:19][CH2:20][CH2:21][C:22]2[CH:23]=[CH:24][C:25]([O:28][C:29]([F:32])([F:30])[F:31])=[CH:26][CH:27]=2)[N:16]=1, predict the reactants needed to synthesize it. The reactants are: Cl.C([O:4][C:5](=[O:35])[CH2:6][CH:7]1[CH2:12][CH2:11][CH2:10][CH2:9][N:8]1[C:13]1[CH:18]=[C:17]([NH:19][CH2:20][CH2:21][C:22]2[CH:27]=[CH:26][C:25]([O:28][C:29]([F:32])([F:31])[F:30])=[CH:24][CH:23]=2)[N:16]=[C:15]([O:33][CH3:34])[N:14]=1)C.[OH-:36].[Na+].[OH2:38].[CH3:39]O. (2) The reactants are: [NH2:1][C:2]1[CH:3]=[N:4][N:5]([CH3:21])[C:6]=1[N:7]1[CH2:12][CH2:11][N:10]([C:13]([O:15][C:16]([CH3:19])([CH3:18])[CH3:17])=[O:14])[CH2:9][C@H:8]1[CH3:20].Cl[C:23]1N(C)N=CC=1[N+]([O-])=O.C([C@H]1NCCN(C(OC(C)(C)C)=O)C1)C. Given the product [NH2:1][C:2]1[CH:3]=[N:4][N:5]([CH3:21])[C:6]=1[N:7]1[CH2:12][CH2:11][N:10]([C:13]([O:15][C:16]([CH3:17])([CH3:19])[CH3:18])=[O:14])[CH2:9][C@H:8]1[CH2:20][CH3:23], predict the reactants needed to synthesize it. (3) Given the product [Cl:19][C:6]1[S:7][C:8]2[CH:14]=[C:13]([N+:15]([O-:17])=[O:16])[CH:12]=[CH:11][C:9]=2[N:10]=1, predict the reactants needed to synthesize it. The reactants are: N([O-])=O.[Na+].N[C:6]1[S:7][C:8]2[CH:14]=[C:13]([N+:15]([O-:17])=[O:16])[CH:12]=[CH:11][C:9]=2[N:10]=1.[Na+].[Cl-:19].